This data is from Full USPTO retrosynthesis dataset with 1.9M reactions from patents (1976-2016). The task is: Predict the reactants needed to synthesize the given product. (1) Given the product [CH2:9]([NH:8][C:5]1[C:4]([C:12]2[O:13][C:14]3[CH:20]=[CH:19][C:18]([C:21]4[CH:26]=[CH:25][C:24]([Cl:27])=[C:23]([CH3:28])[CH:22]=4)=[CH:17][C:15]=3[N:16]=2)=[CH:3][C:2]([N:1]2[C:38](=[O:39])[C:32]3[C:31](=[CH:30][CH:29]=[C:34]([C:35]([OH:37])=[O:36])[CH:33]=3)[C:41]2=[O:40])=[CH:7][CH:6]=1)[CH2:10][CH3:11], predict the reactants needed to synthesize it. The reactants are: [NH2:1][C:2]1[CH:3]=[C:4]([C:12]2[O:13][C:14]3[CH:20]=[CH:19][C:18]([C:21]4[CH:26]=[CH:25][C:24]([Cl:27])=[C:23]([CH3:28])[CH:22]=4)=[CH:17][C:15]=3[N:16]=2)[C:5]([NH:8][CH2:9][CH2:10][CH3:11])=[CH:6][CH:7]=1.[CH:29]1[C:34]([C:35]([OH:37])=[O:36])=[CH:33][C:32]2[C:38]([O:40][C:41](=O)[C:31]=2[CH:30]=1)=[O:39]. (2) Given the product [ClH:27].[CH3:1][C:2]1[N:3]=[C:4]2[CH:12]=[CH:11][CH:10]=[C:9]3[N:5]2[C:6]=1[C:7](=[O:26])[N:8]3[CH2:13][CH2:14][CH2:15][CH2:16][NH:17][C:18](=[O:25])[C:19]1[CH:24]=[CH:23][CH:22]=[CH:21][CH:20]=1, predict the reactants needed to synthesize it. The reactants are: [CH3:1][C:2]1[N:3]=[C:4]2[CH:12]=[CH:11][CH:10]=[C:9]3[N:5]2[C:6]=1[C:7](=[O:26])[N:8]3[CH2:13][CH2:14][CH2:15][CH2:16][NH:17][C:18](=[O:25])[C:19]1[CH:24]=[CH:23][CH:22]=[CH:21][CH:20]=1.[ClH:27]. (3) Given the product [C:1]([C@H:5]1[CH2:6][CH2:7][C@H:8]([O:11][C:12]2[C:13]([CH:29]=[CH2:30])=[C:14]3[C:19](=[CH:20][CH:21]=2)[CH:18]=[C:17]([C@:22]2([CH3:28])[CH2:26][O:25][C:24](=[O:27])[NH:23]2)[CH:16]=[CH:15]3)[CH2:9][CH2:10]1)([CH3:4])([CH3:2])[CH3:3], predict the reactants needed to synthesize it. The reactants are: [C:1]([C@H:5]1[CH2:10][CH2:9][C@H:8]([O:11][C:12]2[C:13]([CH:29]3C[CH2:30]3)=[C:14]3[C:19](=[CH:20][CH:21]=2)[CH:18]=[C:17]([C@:22]2([CH3:28])[CH2:26][O:25][C:24](=[O:27])[NH:23]2)[CH:16]=[CH:15]3)[CH2:7][CH2:6]1)([CH3:4])([CH3:3])[CH3:2].C([B-](F)(F)F)=C.[K+]. (4) Given the product [ClH:1].[NH2:6][C@@H:10]1[CH2:15][CH2:14][C@H:13]([C:16]([NH2:18])=[O:17])[CH2:12][CH2:11]1, predict the reactants needed to synthesize it. The reactants are: [ClH:1].CC([N:6]([C@H:10]1[CH2:15][CH2:14][C@@H:13]([C:16]([NH2:18])=[O:17])[CH2:12][CH2:11]1)C(=O)[O-])(C)C. (5) The reactants are: [N:1]1([CH2:7][CH2:8][CH2:9][O:10][C:11]2[CH:18]=[CH:17][C:14]([CH:15]=O)=[CH:13][CH:12]=2)[CH2:6][CH2:5][CH2:4][CH2:3][CH2:2]1.[NH:19]1[CH2:24][CH2:23][CH:22]([N:25]2[C:33]3[C:28](=[CH:29][CH:30]=[CH:31][CH:32]=3)[CH2:27][CH2:26]2)[CH2:21][CH2:20]1.C(O[BH-](OC(=O)C)OC(=O)C)(=O)C.[Na+].[OH-].[Na+].[CH2:50]([Cl:52])[Cl:51]. Given the product [NH3:1].[CH2:50]([Cl:52])[Cl:51].[N:1]1([CH2:7][CH2:8][CH2:9][O:10][C:11]2[CH:18]=[CH:17][C:14]([CH2:15][N:19]3[CH2:24][CH2:23][CH:22]([N:25]4[C:33]5[C:28](=[CH:29][CH:30]=[CH:31][CH:32]=5)[CH2:27][CH2:26]4)[CH2:21][CH2:20]3)=[CH:13][CH:12]=2)[CH2:6][CH2:5][CH2:4][CH2:3][CH2:2]1, predict the reactants needed to synthesize it. (6) Given the product [ClH:1].[CH2:2]([CH:6]1[N:18]2[C:9](=[N:10][C:11]3[C:16]([C:17]2=[O:19])=[CH:15][CH:14]=[CH:13][CH:12]=3)[N:8]([CH2:20][C:21]2[CH:26]=[CH:25][C:24]([N:27]3[CH2:32][CH2:31][NH:30][CH2:29][CH2:28]3)=[CH:23][CH:22]=2)[C:7]1=[O:40])[CH:3]([CH3:5])[CH3:4], predict the reactants needed to synthesize it. The reactants are: [ClH:1].[CH2:2]([CH:6]1[N:18]2[C:9](=[N:10][C:11]3[C:16]([C:17]2=[O:19])=[CH:15][CH:14]=[CH:13][CH:12]=3)[N:8]([CH2:20][C:21]2[CH:26]=[CH:25][C:24]([N:27]3[CH2:32][CH2:31][N:30](C(OC(C)(C)C)=O)[CH2:29][CH2:28]3)=[CH:23][CH:22]=2)[C:7]1=[O:40])[CH:3]([CH3:5])[CH3:4].